From a dataset of Forward reaction prediction with 1.9M reactions from USPTO patents (1976-2016). Predict the product of the given reaction. (1) Given the reactants [CH:1]1[N:2]=[CH:3][N:4]2[CH:9]([C:10]3[CH:17]=[CH:16][C:13]([C:14]#[N:15])=[CH:12][CH:11]=3)[CH2:8][CH2:7][CH2:6][C:5]=12.C([N-]C(C)C)(C)C.[Li+].[CH2:26]([O:28][C:29](Cl)=[O:30])[CH3:27], predict the reaction product. The product is: [CH2:26]([O:28][C:29]([C:9]1([C:10]2[CH:17]=[CH:16][C:13]([C:14]#[N:15])=[CH:12][CH:11]=2)[N:4]2[CH:3]=[N:2][CH:1]=[C:5]2[CH2:6][CH2:7][CH2:8]1)=[O:30])[CH3:27]. (2) The product is: [F:49][C:23]1[CH:22]=[C:21]([NH:20][C:75]([NH:74][C:72](=[O:73])[CH2:71][C:65]2[CH:66]=[CH:67][CH:68]=[CH:69][CH:70]=2)=[S:76])[CH:48]=[CH:47][C:24]=1[O:25][C:26]1[CH:31]=[CH:30][N:29]=[C:28]([NH:32][C:33](=[O:46])[N:34]([CH3:45])[CH2:35][CH2:36][CH2:37][N:38]2[CH2:39][CH2:40][N:41]([CH3:44])[CH2:42][CH2:43]2)[CH:27]=1. Given the reactants C1(CC(Cl)=O)C=CC=CC=1.[S-]C#N.[K+].C(=O)([O-])O.[Na+].[NH2:20][C:21]1[CH:48]=[CH:47][C:24]([O:25][C:26]2[CH:31]=[CH:30][N:29]=[C:28]([NH:32][C:33](=[O:46])[N:34]([CH3:45])[CH2:35][CH2:36][CH2:37][N:38]3[CH2:43][CH2:42][N:41]([CH3:44])[CH2:40][CH2:39]3)[CH:27]=2)=[C:23]([F:49])[CH:22]=1.CC1(C)C2(CS(O)(=O)=O)C(CC1CC2)=O.[C:65]1([CH2:71][C:72]([N:74]=[C:75]=[S:76])=[O:73])[CH:70]=[CH:69][CH:68]=[CH:67][CH:66]=1, predict the reaction product. (3) Given the reactants [NH2:1][C:2]1[CH:3]=[C:4]2[C:8](=[CH:9][CH:10]=1)[NH:7][CH:6]=[CH:5]2.Cl.Cl[CH2:13][CH2:14][NH:15][CH2:16][CH2:17]Cl.C(N(CC)CC)C, predict the reaction product. The product is: [N:1]1([C:2]2[CH:3]=[C:4]3[C:8](=[CH:9][CH:10]=2)[NH:7][CH:6]=[CH:5]3)[CH2:17][CH2:16][NH:15][CH2:14][CH2:13]1. (4) The product is: [N:15]1[CH:16]=[CH:17][C:12]([C:11]2[C:6]3[CH2:5][NH:4][CH2:19][CH2:18][C:7]=3[N:8]=[CH:9][N:10]=2)=[CH:13][CH:14]=1. Given the reactants C([N:4]1[CH2:19][CH2:18][C:7]2[N:8]=[CH:9][N:10]=[C:11]([C:12]3[CH:17]=[CH:16][N:15]=[CH:14][CH:13]=3)[C:6]=2[CH2:5]1)(=O)C.Cl, predict the reaction product. (5) Given the reactants [C:1]([O:5][C:6]([N:8]1[CH2:13][CH2:12][C@H:11]([C:14]2[CH:19]=[CH:18][CH:17]=[C:16](Br)[CH:15]=2)[C@@H:10]([O:21][CH2:22][C:23]2[CH:32]=[CH:31][C:30]3[C:25](=[CH:26][CH:27]=[CH:28][CH:29]=3)[CH:24]=2)[CH2:9]1)=[O:7])([CH3:4])([CH3:3])[CH3:2].[OH:33][C:34]1[CH:35]=[C:36](B(O)O)[CH:37]=[CH:38][CH:39]=1.C(COC)OC.C([O-])([O-])=O.[Na+].[Na+], predict the reaction product. The product is: [C:1]([O:5][C:6]([N:8]1[CH2:13][CH2:12][C@H:11]([C:14]2[CH:15]=[C:16]([C:38]3[CH:37]=[CH:36][CH:35]=[C:34]([OH:33])[CH:39]=3)[CH:17]=[CH:18][CH:19]=2)[C@@H:10]([O:21][CH2:22][C:23]2[CH:32]=[CH:31][C:30]3[C:25](=[CH:26][CH:27]=[CH:28][CH:29]=3)[CH:24]=2)[CH2:9]1)=[O:7])([CH3:4])([CH3:3])[CH3:2]. (6) Given the reactants [C:1]([C:4]12[CH2:11][CH2:10][C:7]([NH:12][CH2:13][C:14]([N:16]3[CH2:20][C@@H:19]([F:21])[CH2:18][C@H:17]3[C:22]#[N:23])=[O:15])([CH2:8][CH2:9]1)[CH2:6][CH2:5]2)(O)=[O:2].Cl.[F:25][CH2:26][C@H:27]([NH2:29])[CH3:28], predict the reaction product. The product is: [F:21][C@@H:19]1[CH2:20][N:16]([C:14](=[O:15])[CH2:13][NH:12][C:7]23[CH2:6][CH2:5][C:4]([C:1]([NH:29][C@H:27]([CH3:28])[CH2:26][F:25])=[O:2])([CH2:11][CH2:10]2)[CH2:9][CH2:8]3)[C@H:17]([C:22]#[N:23])[CH2:18]1. (7) Given the reactants Cl[C:2]1[N:11]=[C:10]([N:12]2[CH2:17][CH2:16][O:15][CH2:14][CH2:13]2)[C:9]2[C:4](=[C:5]3[CH:20]=[CH:19][N:18]([CH3:21])[C:6]3=[CH:7][CH:8]=2)[N:3]=1.[CH:22]([C:24]1[CH:25]=[C:26](B(O)O)[CH:27]=[CH:28][CH:29]=1)=[O:23].C([O-])([O-])=O.[Na+].[Na+], predict the reaction product. The product is: [CH3:21][N:18]1[C:6]2=[CH:7][CH:8]=[C:9]3[C:4]([N:3]=[C:2]([C:28]4[CH:29]=[C:24]([CH:25]=[CH:26][CH:27]=4)[CH:22]=[O:23])[N:11]=[C:10]3[N:12]3[CH2:17][CH2:16][O:15][CH2:14][CH2:13]3)=[C:5]2[CH:20]=[CH:19]1. (8) The product is: [Cl:1][C:2]1[CH:8]=[C:7]2[C:5](=[CH:4][C:3]=1[OH:9])[O:6][CH:35]=[C:25]([C:22]1[CH:21]=[CH:20][C:19]([C:15]3[CH:16]=[CH:17][CH:18]=[C:13]([O:12][CH2:10][CH3:11])[CH:14]=3)=[CH:24][CH:23]=1)[C:26]2=[O:28]. Given the reactants [Cl:1][C:2]1[CH:8]=[CH:7][C:5]([OH:6])=[CH:4][C:3]=1[OH:9].[CH2:10]([O:12][C:13]1[CH:14]=[C:15]([C:19]2[CH:24]=[CH:23][C:22]([CH2:25][C:26]([OH:28])=O)=[CH:21][CH:20]=2)[CH:16]=[CH:17][CH:18]=1)[CH3:11].P(Cl)(Cl)(Cl)(Cl)Cl.[CH3:35]N(C=O)C, predict the reaction product.